Dataset: Full USPTO retrosynthesis dataset with 1.9M reactions from patents (1976-2016). Task: Predict the reactants needed to synthesize the given product. (1) Given the product [OH:7][C:8]1[CH:9]=[CH:10][C:11]([CH2:14][CH2:15][CH2:16][OH:17])=[CH:12][CH:13]=1, predict the reactants needed to synthesize it. The reactants are: [H-].[H-].[H-].[H-].[Li+].[Al+3].[OH:7][C:8]1[CH:13]=[CH:12][C:11]([CH2:14][CH2:15][C:16](OC)=[O:17])=[CH:10][CH:9]=1. (2) Given the product [CH3:28][O:29][C:2]1[CH:11]=[CH:10][CH:9]=[C:8]2[C:3]=1[C:4]([NH:12][C:13]1[CH:18]=[CH:17][C:16]([O:19][C:20]3[CH:21]=[N:22][C:23]([CH3:26])=[CH:24][CH:25]=3)=[C:15]([CH3:27])[CH:14]=1)=[N:5][CH:6]=[N:7]2, predict the reactants needed to synthesize it. The reactants are: F[C:2]1[CH:11]=[CH:10][CH:9]=[C:8]2[C:3]=1[C:4]([NH:12][C:13]1[CH:18]=[CH:17][C:16]([O:19][C:20]3[CH:21]=[N:22][C:23]([CH3:26])=[CH:24][CH:25]=3)=[C:15]([CH3:27])[CH:14]=1)=[N:5][CH:6]=[N:7]2.[CH3:28][O-:29].[Na+].